This data is from Forward reaction prediction with 1.9M reactions from USPTO patents (1976-2016). The task is: Predict the product of the given reaction. (1) Given the reactants [NH2:1][C:2]1[N:7]=[C:6](OS(C2C=CC(C)=CC=2)(=O)=O)[C:5]([N+:19]([O-:21])=[O:20])=[C:4]([C:22]2[O:23][CH:24]=[CH:25][CH:26]=2)[N:3]=1.C(N(CC)CC)C.[N:34]1[CH:39]=[CH:38][CH:37]=[CH:36][C:35]=1[CH2:40][NH2:41].O, predict the reaction product. The product is: [O:23]1[CH:24]=[CH:25][CH:26]=[C:22]1[C:4]1[N:3]=[C:2]([NH2:1])[N:7]=[C:6]([NH:41][CH2:40][C:35]2[CH:36]=[CH:37][CH:38]=[CH:39][N:34]=2)[C:5]=1[N+:19]([O-:21])=[O:20]. (2) Given the reactants [Br:1][C:2]1[CH:3]=[C:4]([CH2:10][N:11]2C(=O)C3C(=CC=CC=3)C2=O)[CH:5]=[C:6]([O:8][CH3:9])[CH:7]=1.NN.O, predict the reaction product. The product is: [Br:1][C:2]1[CH:3]=[C:4]([CH2:10][NH2:11])[CH:5]=[C:6]([O:8][CH3:9])[CH:7]=1. (3) Given the reactants O=P12OP3(OP(OP(O3)(O1)=O)(=O)O2)=O.[CH2:15]([C:17]1[CH:22]=[CH:21][C:20]([NH:23][CH2:24][CH2:25][C:26]([O:28]CC)=O)=[CH:19][CH:18]=1)[CH3:16].[OH-].[Na+].C(OCC)(=O)C, predict the reaction product. The product is: [CH2:15]([C:17]1[CH:18]=[C:19]2[C:20](=[CH:21][CH:22]=1)[NH:23][CH2:24][CH2:25][C:26]2=[O:28])[CH3:16].